Task: Predict the reactants needed to synthesize the given product.. Dataset: Full USPTO retrosynthesis dataset with 1.9M reactions from patents (1976-2016) (1) The reactants are: [Cl:1][C:2]1[CH:10]=[CH:9][C:8]([S:11][CH3:12])=[CH:7][C:3]=1[C:4]([OH:6])=[O:5].[C:13](=O)([O-])[O-].[K+].[K+].CI.C(OCC)C. Given the product [Cl:1][C:2]1[CH:10]=[CH:9][C:8]([S:11][CH3:12])=[CH:7][C:3]=1[C:4]([O:6][CH3:13])=[O:5], predict the reactants needed to synthesize it. (2) Given the product [CH3:40][O:39][C:37](=[O:38])[CH2:36][CH2:35][C:31]1[CH:32]=[CH:33][CH:34]=[C:29]([O:28][CH2:10][C:9]2[S:8][C:7]([C:12]3[CH:17]=[CH:16][C:15]([C:18]([F:21])([F:20])[F:19])=[CH:14][CH:13]=3)=[N:6][C:5]=2[CH2:1][CH2:2][CH2:3][CH3:4])[CH:30]=1, predict the reactants needed to synthesize it. The reactants are: [CH2:1]([C:5]1[N:6]=[C:7]([C:12]2[CH:17]=[CH:16][C:15]([C:18]([F:21])([F:20])[F:19])=[CH:14][CH:13]=2)[S:8][C:9]=1[CH2:10]Cl)[CH2:2][CH2:3][CH3:4].C(=O)([O-])[O-].[Cs+].[Cs+].[OH:28][C:29]1[CH:30]=[C:31]([CH2:35][CH2:36][C:37]([O:39][CH3:40])=[O:38])[CH:32]=[CH:33][CH:34]=1.O.